This data is from Forward reaction prediction with 1.9M reactions from USPTO patents (1976-2016). The task is: Predict the product of the given reaction. (1) Given the reactants [C:1]([O:5][C:6](=[O:30])[C:7]1[CH:12]=[C:11]([N:13]([S:20]([CH3:23])(=[O:22])=[O:21])[C:14]2[CH:19]=[CH:18][CH:17]=[CH:16][CH:15]=2)[CH:10]=[C:9]([C:24]#[C:25]C(O)(C)C)[CH:8]=1)([CH3:4])([CH3:3])[CH3:2].[H-].[Na+], predict the reaction product. The product is: [C:1]([O:5][C:6](=[O:30])[C:7]1[CH:12]=[C:11]([N:13]([S:20]([CH3:23])(=[O:22])=[O:21])[C:14]2[CH:15]=[CH:16][CH:17]=[CH:18][CH:19]=2)[CH:10]=[C:9]([C:24]#[CH:25])[CH:8]=1)([CH3:4])([CH3:3])[CH3:2]. (2) Given the reactants [Cl:1][C:2]1[C:3]([OH:12])=[C:4]([CH:7]=[CH:8][C:9]=1[O:10][CH3:11])[CH:5]=[O:6].P([O-])(O)(O)=[O:14].[Na+].Cl([O-])=O.[Na+].C(=O)([O-])[O-].[Na+].[Na+], predict the reaction product. The product is: [Cl:1][C:2]1[C:3]([OH:12])=[C:4]([CH:7]=[CH:8][C:9]=1[O:10][CH3:11])[C:5]([OH:14])=[O:6]. (3) Given the reactants [F:1][C:2]1[CH:26]=[CH:25][C:5]([CH2:6][C:7]2[N:8]=[C:9]([C:12]3[O:16][C:15]([CH2:17][C:18]([CH3:24])([CH3:23])[C:19]([O:21]C)=[O:20])=[N:14][N:13]=3)[S:10][CH:11]=2)=[CH:4][CH:3]=1.Br[C:28]1[CH:33]=[CH:32][C:31]([S:34]([NH:37][C@@H:38]([CH2:43][CH3:44])[C:39]([F:42])([F:41])[F:40])(=[O:36])=[O:35])=[C:30]([F:45])[C:29]=1[CH:46]([F:48])[F:47], predict the reaction product. The product is: [F:48][CH:46]([F:47])[C:29]1[C:30]([F:45])=[C:31]([S:34](=[O:35])(=[O:36])[NH:37][C@@H:38]([CH2:43][CH3:44])[C:39]([F:42])([F:41])[F:40])[CH:32]=[CH:33][C:28]=1[C:11]1[S:10][C:9]([C:12]2[O:16][C:15]([CH2:17][C:18]([CH3:24])([CH3:23])[C:19]([OH:21])=[O:20])=[N:14][N:13]=2)=[N:8][C:7]=1[CH2:6][C:5]1[CH:4]=[CH:3][C:2]([F:1])=[CH:26][CH:25]=1. (4) The product is: [C:22]([NH:26][C:27](=[O:33])[CH2:28][CH2:29][C:30]([N:1]1[CH2:6][CH2:5][CH:4]([N:7]2[C:8]3[CH:21]=[CH:20][CH:19]=[CH:18][C:9]=3[CH2:10][CH2:11][C:12]3[CH:17]=[CH:16][CH:15]=[CH:14][C:13]2=3)[CH2:3][CH2:2]1)=[O:31])([CH3:25])([CH3:23])[CH3:24]. Given the reactants [NH:1]1[CH2:6][CH2:5][CH:4]([N:7]2[C:13]3[CH:14]=[CH:15][CH:16]=[CH:17][C:12]=3[CH2:11][CH2:10][C:9]3[CH:18]=[CH:19][CH:20]=[CH:21][C:8]2=3)[CH2:3][CH2:2]1.[C:22]([NH:26][C:27](=[O:33])[CH2:28][CH2:29][C:30](O)=[O:31])([CH3:25])([CH3:24])[CH3:23].Cl.C(N=C=NCCCN(C)C)C.C(N(CC)CC)C, predict the reaction product. (5) The product is: [C:22]1([C:15]2[C:16]3[C:21](=[CH:20][CH:19]=[CH:18][CH:17]=3)[C:12]([NH:11][C:8]3[CH:7]=[N:6][C:5]([O:4][C:3]4[CH:28]=[CH:29][CH:30]=[CH:31][C:2]=4[C:35]4[CH:36]=[CH:37][N:32]=[CH:33][CH:34]=4)=[N:10][CH:9]=3)=[N:13][N:14]=2)[CH:27]=[CH:26][CH:25]=[CH:24][CH:23]=1. Given the reactants Br[C:2]1[CH:31]=[CH:30][CH:29]=[CH:28][C:3]=1[O:4][C:5]1[N:10]=[CH:9][C:8]([NH:11][C:12]2[C:21]3[C:16](=[CH:17][CH:18]=[CH:19][CH:20]=3)[C:15]([C:22]3[CH:27]=[CH:26][CH:25]=[CH:24][CH:23]=3)=[N:14][N:13]=2)=[CH:7][N:6]=1.[N:32]1[CH:37]=[CH:36][C:35](B(O)O)=[CH:34][CH:33]=1.C(=O)([O-])[O-].[Na+].[Na+].O1CCOCC1, predict the reaction product. (6) The product is: [C:1]([O:4][C:5]([C:9](=[O:11])[CH2:10][C:22](=[O:29])[C:23]1[CH:28]=[CH:27][CH:26]=[CH:25][CH:24]=1)=[CH:6][O:7][CH3:8])(=[O:3])[CH3:2]. Given the reactants [C:1]([O:4][C:5]([C:9](=[O:11])[CH3:10])=[CH:6][O:7][CH3:8])(=[O:3])[CH3:2].[Li+].C[Si]([N-][Si](C)(C)C)(C)C.[C:22](Cl)(=[O:29])[C:23]1[CH:28]=[CH:27][CH:26]=[CH:25][CH:24]=1, predict the reaction product. (7) The product is: [CH3:3][CH2:2][CH2:1][CH:7]([CH3:13])[CH3:8].[CH3:30][N:31]([O:32][CH3:33])[C:9](=[O:11])[C@@H:8]([NH2:12])[CH:7]([C:1]1[CH:2]=[CH:3][CH:4]=[CH:5][CH:6]=1)[C:13]([O:15][C:16]([CH3:19])([CH3:18])[CH3:17])=[O:14]. Given the reactants [C:1]1([CH:7]([C:13]([O:15][C:16]([CH3:19])([CH3:18])[CH3:17])=[O:14])[C@H:8]([NH2:12])[C:9]([OH:11])=O)[CH:6]=[CH:5][CH:4]=[CH:3][CH:2]=1.CCN(C(C)C)C(C)C.Cl.[CH3:30][NH:31][O:32][CH3:33].CN(C(ON1N=NC2C=CC=NC1=2)=[N+](C)C)C.F[P-](F)(F)(F)(F)F, predict the reaction product. (8) Given the reactants [NH2:1][CH2:2][C:3]1[CH:8]=[CH:7][N:6]=[C:5]([NH:9][C:10](=[O:13])[CH2:11][CH3:12])[CH:4]=1.[CH3:14][C:15]1[C:16]([O:24][CH2:25][C:26]([F:29])([F:28])[F:27])=[N:17][CH:18]=[C:19]([CH:23]=1)[C:20](O)=[O:21].C(N(CC)C(C)C)(C)C.CN(C(ON1N=NC2C=CC=CC1=2)=[N+](C)C)C.F[P-](F)(F)(F)(F)F, predict the reaction product. The product is: [CH3:14][C:15]1[C:16]([O:24][CH2:25][C:26]([F:29])([F:27])[F:28])=[N:17][CH:18]=[C:19]([CH:23]=1)[C:20]([NH:1][CH2:2][C:3]1[CH:8]=[CH:7][N:6]=[C:5]([NH:9][C:10](=[O:13])[CH2:11][CH3:12])[CH:4]=1)=[O:21]. (9) Given the reactants [C:1]([N:4]1[CH2:9][CH2:8][C:7](=O)[CH2:6][CH2:5]1)(=[O:3])[CH3:2].[NH:11]1[CH2:15][CH2:14][CH2:13][CH2:12]1.C1(C)C=CC=CC=1.C1(C)C=CC(S(O)(=O)=O)=CC=1, predict the reaction product. The product is: [N:11]1([C:7]2[CH2:6][CH2:5][N:4]([C:1](=[O:3])[CH3:2])[CH2:9][CH:8]=2)[CH2:15][CH2:14][CH2:13][CH2:12]1.